From a dataset of Reaction yield outcomes from USPTO patents with 853,638 reactions. Predict the reaction yield, written as a fraction of the theoretical maximum amount of product (1.0 means a 100% yield; for example, 0.34 means a 34% yield). The reactants are [F:1][CH:2]([F:19])[CH2:3][NH:4][CH:5]1[CH2:11][CH2:10][C:9]2[C:12]([O:17][CH3:18])=[C:13]([NH2:16])[CH:14]=[CH:15][C:8]=2[CH2:7][CH2:6]1.Cl[C:21]1[N:26]=[C:25]([N:27]([CH3:40])[C:28]2[CH:33]=[CH:32][CH:31]=[CH:30][C:29]=2[S:34]([CH:37]([CH3:39])[CH3:38])(=[O:36])=[O:35])[C:24]([Cl:41])=[CH:23][N:22]=1. No catalyst specified. The yield is 0.0440. The product is [Cl:41][C:24]1[C:25]([N:27]([CH3:40])[C:28]2[CH:33]=[CH:32][CH:31]=[CH:30][C:29]=2[S:34]([CH:37]([CH3:38])[CH3:39])(=[O:36])=[O:35])=[N:26][C:21]([NH:16][C:13]2[CH:14]=[CH:15][C:8]3[CH2:7][CH2:6][CH:5]([NH:4][CH2:3][CH:2]([F:19])[F:1])[CH2:11][CH2:10][C:9]=3[C:12]=2[O:17][CH3:18])=[N:22][CH:23]=1.